This data is from Catalyst prediction with 721,799 reactions and 888 catalyst types from USPTO. The task is: Predict which catalyst facilitates the given reaction. (1) Reactant: Cl[C:2]1[N:7]2[N:8]=[C:9]([NH:11][C:12](=[O:19])[C:13]3[CH:18]=[CH:17][CH:16]=[N:15][CH:14]=3)[N:10]=[C:6]2[CH:5]=[C:4]([C:20]([F:23])([F:22])[F:21])[CH:3]=1.[CH3:24][NH2:25]. Product: [CH3:24][NH:25][C:2]1[N:7]2[N:8]=[C:9]([NH:11][C:12](=[O:19])[C:13]3[CH:18]=[CH:17][CH:16]=[N:15][CH:14]=3)[N:10]=[C:6]2[CH:5]=[C:4]([C:20]([F:23])([F:22])[F:21])[CH:3]=1. The catalyst class is: 5. (2) Reactant: [S:1](=[O:5])(=O)([OH:3])[OH:2].[C:6]1([NH2:13])[CH:11]=[CH:10][CH:9]=[CH:8][C:7]=1[NH2:12]. Product: [NH2:12][C:7]1[CH:8]=[C:9]([S:1]([OH:3])(=[O:5])=[O:2])[CH:10]=[CH:11][C:6]=1[NH2:13]. The catalyst class is: 6. (3) Reactant: [CH2:1]([O:8][C:9]1[C:10](=[O:18])[CH:11]=[C:12]([CH:15]([F:17])[F:16])O[CH:14]=1)[C:2]1[CH:7]=[CH:6][CH:5]=[CH:4][CH:3]=1.[OH-].[NH4+:20].C(Cl)Cl.CCOC(C)=O. Product: [CH2:1]([O:8][C:9]1[C:10](=[O:18])[CH:11]=[C:12]([CH:15]([F:17])[F:16])[NH:20][CH:14]=1)[C:2]1[CH:7]=[CH:6][CH:5]=[CH:4][CH:3]=1. The catalyst class is: 8. (4) Reactant: [I:1][C:2]1[CH:7]=[C:6]([N+:8]([O-:10])=[O:9])[CH:5]=[C:4]([N+]([O-])=O)[CH:3]=1.[CH3:14][S:15](C)=O.C[Si](C)(C)SC.C(=O)([O-])[O-].[Cs+].[Cs+]. Product: [I:1][C:2]1[CH:7]=[C:6]([N+:8]([O-:10])=[O:9])[CH:5]=[C:4]([S:15][CH3:14])[CH:3]=1. The catalyst class is: 28. (5) Reactant: [C:1]([N:4]1[CH2:9][CH2:8][CH:7]([NH:10][C:11](=[O:20])[C:12]2[CH:17]=[C:16]([F:18])[CH:15]=[N:14][C:13]=2Cl)[CH2:6][CH2:5]1)(=[O:3])[CH3:2].[CH3:21][S:22][C:23]1[CH:28]=[CH:27][C:26]([OH:29])=[CH:25][C:24]=1[CH3:30].C(=O)([O-])[O-].[Cs+].[Cs+]. Product: [C:1]([N:4]1[CH2:9][CH2:8][CH:7]([NH:10][C:11](=[O:20])[C:12]2[CH:17]=[C:16]([F:18])[CH:15]=[N:14][C:13]=2[O:29][C:26]2[CH:27]=[CH:28][C:23]([S:22][CH3:21])=[C:24]([CH3:30])[CH:25]=2)[CH2:6][CH2:5]1)(=[O:3])[CH3:2]. The catalyst class is: 9. (6) Reactant: S([O-])([O-])=O.[Na+].[Na+].[Cl:7][C:8]1[CH:16]=[CH:15][C:14]([S:17](F)(=[O:19])=[O:18])=[CH:13][C:9]=1[C:10]([OH:12])=[O:11].[OH-].[Na+]. Product: [Cl:7][C:8]1[CH:16]=[CH:15][C:14]([S:17]([OH:19])=[O:18])=[CH:13][C:9]=1[C:10]([OH:12])=[O:11]. The catalyst class is: 6. (7) Reactant: [OH:1][C@H:2]1[C:6]2[N:7]=[CH:8][N:9]=[C:10]([C:11]3[CH2:16][CH2:15][N:14]([C:17]([O:19][C:20]([CH3:23])([CH3:22])[CH3:21])=[O:18])[CH2:13][CH:12]=3)[C:5]=2[C@H:4]([CH3:24])[CH2:3]1. Product: [OH:1][C@H:2]1[C:6]2[N:7]=[CH:8][N:9]=[C:10]([CH:11]3[CH2:12][CH2:13][N:14]([C:17]([O:19][C:20]([CH3:23])([CH3:22])[CH3:21])=[O:18])[CH2:15][CH2:16]3)[C:5]=2[C@H:4]([CH3:24])[CH2:3]1. The catalyst class is: 99.